Dataset: Full USPTO retrosynthesis dataset with 1.9M reactions from patents (1976-2016). Task: Predict the reactants needed to synthesize the given product. Given the product [CH:1]1([C:4]([N:6]2[CH2:10][CH2:9][C@@H:8]([CH2:11][NH:12][C:13]3[C:14]([NH2:19])=[CH:15][CH:16]=[CH:17][CH:18]=3)[CH2:7]2)=[O:5])[CH2:3][CH2:2]1, predict the reactants needed to synthesize it. The reactants are: [CH:1]1([C:4]([N:6]2[CH2:10][CH2:9][C@@H:8]([CH2:11][NH:12][C:13]3[CH:18]=[CH:17][CH:16]=[CH:15][C:14]=3[N+:19]([O-])=O)[CH2:7]2)=[O:5])[CH2:3][CH2:2]1.